Predict which catalyst facilitates the given reaction. From a dataset of Catalyst prediction with 721,799 reactions and 888 catalyst types from USPTO. Reactant: [Br:1][C:2]1[CH:3]=[C:4]([C:9]2[N:10]=[C:11]3[CH:16]=[CH:15][CH:14]=[CH:13][N:12]3[C:17]=2[CH:18]=[O:19])[C:5]([Cl:8])=[N:6][CH:7]=1.[BH4-].[Na+].O. Product: [Br:1][C:2]1[CH:3]=[C:4]([C:9]2[N:10]=[C:11]3[CH:16]=[CH:15][CH:14]=[CH:13][N:12]3[C:17]=2[CH2:18][OH:19])[C:5]([Cl:8])=[N:6][CH:7]=1. The catalyst class is: 5.